From a dataset of Full USPTO retrosynthesis dataset with 1.9M reactions from patents (1976-2016). Predict the reactants needed to synthesize the given product. (1) Given the product [CH3:5][C:6]([CH3:34])([CH3:33])[CH:7]([C:19]1[CH:20]=[CH:21][C:22]([O:23][CH2:24][C:25]2[CH:30]=[CH:29][CH:28]=[CH:27][N:26]=2)=[CH:31][CH:32]=1)[C:8]1[CH:9]=[CH:10][C:11]([C:14]2[N:1]=[N:2][NH:3][CH:15]=2)=[CH:12][CH:13]=1, predict the reactants needed to synthesize it. The reactants are: [N-:1]=[N+:2]=[N-:3].[Na+].[CH3:5][C:6]([CH3:34])([CH3:33])[CH:7]([C:19]1[CH:32]=[CH:31][C:22]([O:23][CH2:24][C:25]2[CH:30]=[CH:29][CH:28]=[CH:27][N:26]=2)=[CH:21][CH:20]=1)[C:8]1[CH:13]=[CH:12][C:11](/[CH:14]=[CH:15]/[N+]([O-])=O)=[CH:10][CH:9]=1. (2) The reactants are: O.[C@@H:2]1([N:10]2[CH:17]=[CH:16][C:14]([NH2:15])=[N:13][C:11]2=[O:12])[O:9][C@H:6]([CH2:7][OH:8])[C@@H:4]([OH:5])[CH2:3]1.CO[C:20]1(OC)[CH2:24][CH2:23][CH2:22][N:21]1[CH3:25]. Given the product [CH3:25][N:21]1[CH2:22][CH2:23][CH2:24][C:20]1=[N:15][C:14]1[CH:16]=[CH:17][N:10]([C@@H:2]2[O:9][C@H:6]([CH2:7][OH:8])[C@@H:4]([OH:5])[CH2:3]2)[C:11](=[O:12])[N:13]=1, predict the reactants needed to synthesize it. (3) The reactants are: [C:1]([O:5][C:6]([NH:8][C@@H:9]([CH3:22])[C:10]([NH:12][N:13]1[CH:17]=[CH:16][CH:15]=[C:14]1[C:18]([O:20]C)=O)=[O:11])=[O:7])([CH3:4])([CH3:3])[CH3:2].[O:23]1[CH:27]=[CH:26][C:25]([NH2:28])=[N:24]1. Given the product [O:23]1[CH:27]=[CH:26][C:25]([NH:28][C:18]([C:14]2[N:13]([NH:12][C:10](=[O:11])[C@@H:9]([NH:8][C:6](=[O:7])[O:5][C:1]([CH3:2])([CH3:3])[CH3:4])[CH3:22])[CH:17]=[CH:16][CH:15]=2)=[O:20])=[N:24]1, predict the reactants needed to synthesize it. (4) Given the product [N:9]1[CH:10]=[CH:11][CH:12]=[C:7]([CH:13]([C:14]2[CH:15]=[N:16][CH:17]=[CH:18][CH:19]=2)[OH:20])[CH:8]=1, predict the reactants needed to synthesize it. The reactants are: [Li]CCCC.Br[C:7]1[CH:8]=[N:9][CH:10]=[CH:11][CH:12]=1.[CH:13](=[O:20])[C:14]1[CH:19]=[CH:18][CH:17]=[N:16][CH:15]=1. (5) Given the product [CH3:47][O:46][C:44](=[O:45])[CH:43]=[CH:4][C:5]1[CH:10]=[CH:9][C:8]([F:11])=[CH:7][C:6]=1[NH:12][CH2:13][CH2:14][CH3:15], predict the reactants needed to synthesize it. The reactants are: CON(C)[C:4](=O)[C:5]1[CH:10]=[CH:9][C:8]([F:11])=[CH:7][C:6]=1[NH:12][CH2:13][CH2:14][CH3:15].[H-].[H-].[H-].[H-].[Li+].[Al+3].C1(P(=[CH:43][C:44]([O:46][CH3:47])=[O:45])(C2C=CC=CC=2)C2C=CC=CC=2)C=CC=CC=1.